From a dataset of NCI-60 drug combinations with 297,098 pairs across 59 cell lines. Regression. Given two drug SMILES strings and cell line genomic features, predict the synergy score measuring deviation from expected non-interaction effect. Drug 1: C1=CC(=CC=C1C#N)C(C2=CC=C(C=C2)C#N)N3C=NC=N3. Drug 2: CC1C(C(CC(O1)OC2CC(OC(C2O)C)OC3=CC4=CC5=C(C(=O)C(C(C5)C(C(=O)C(C(C)O)O)OC)OC6CC(C(C(O6)C)O)OC7CC(C(C(O7)C)O)OC8CC(C(C(O8)C)O)(C)O)C(=C4C(=C3C)O)O)O)O. Cell line: OVCAR-4. Synergy scores: CSS=22.8, Synergy_ZIP=-1.51, Synergy_Bliss=-3.13, Synergy_Loewe=-2.40, Synergy_HSA=-2.40.